Predict which catalyst facilitates the given reaction. From a dataset of Catalyst prediction with 721,799 reactions and 888 catalyst types from USPTO. (1) Reactant: Cl[C:2]1[CH:7]=[C:6]([C:8]([F:11])([F:10])[F:9])[N:5]=[C:4]([C:12]2[CH:13]=[N:14][CH:15]=[CH:16][CH:17]=2)[N:3]=1.[CH3:18][O:19][C:20]1[CH:21]=[C:22]([CH:25]=[CH:26][CH:27]=1)[CH2:23][NH2:24]. Product: [CH3:18][O:19][C:20]1[CH:21]=[C:22]([CH:25]=[CH:26][CH:27]=1)[CH2:23][NH:24][C:2]1[CH:7]=[C:6]([C:8]([F:11])([F:10])[F:9])[N:5]=[C:4]([C:12]2[CH:13]=[N:14][CH:15]=[CH:16][CH:17]=2)[N:3]=1. The catalyst class is: 8. (2) Reactant: [C:1](Cl)(=[O:5])[CH2:2][CH2:3][CH3:4].[Cl-].[Cl:8][C:9]1[CH:14]=[CH:13][C:12]([NH:15][C:16]([C:18]2[N:22]([CH3:23])[N:21]=[C:20]([C:24]([F:30])([F:29])[C:25]([F:28])([F:27])[F:26])[C:19]=2[C:31]([F:34])([F:33])[F:32])=[O:17])=[CH:11][C:10]=1[CH2:35][NH3+:36].N1C=CC=CC=1. Product: [C:1]([NH:36][CH2:35][C:10]1[CH:11]=[C:12]([NH:15][C:16]([C:18]2[N:22]([CH3:23])[N:21]=[C:20]([C:24]([F:29])([F:30])[C:25]([F:28])([F:26])[F:27])[C:19]=2[C:31]([F:32])([F:33])[F:34])=[O:17])[CH:13]=[CH:14][C:9]=1[Cl:8])(=[O:5])[CH2:2][CH2:3][CH3:4]. The catalyst class is: 1. (3) Reactant: C(=O)([O-])[O-].[K+].[K+].[Cl:7][C:8]1[C:16]([Cl:17])=[C:15]2[C:11]([CH2:12][C:13]([CH:20]3[CH2:24][CH2:23][CH2:22][CH2:21]3)([CH3:19])[C:14]2=[O:18])=[CH:10][C:9]=1[OH:25].Br.Br[CH2:28][C:29]1[CH:30]=[N:31][CH:32]=[CH:33][CH:34]=1. Product: [Cl:7][C:8]1[C:16]([Cl:17])=[C:15]2[C:11]([CH2:12][C:13]([CH:20]3[CH2:24][CH2:23][CH2:22][CH2:21]3)([CH3:19])[C:14]2=[O:18])=[CH:10][C:9]=1[O:25][CH2:28][C:29]1[CH:30]=[N:31][CH:32]=[CH:33][CH:34]=1. The catalyst class is: 21. (4) Reactant: P(Br)(Br)([Br:3])=O.[CH3:6][C:7]1[CH:8]=[C:9](O)[C:10]2[CH:15]=[N:14][N:13]([CH2:16][C:17]3[CH:22]=[CH:21][CH:20]=[CH:19][CH:18]=3)[C:11]=2[N:12]=1.C1(C)C=CC=CC=1. Product: [Br:3][C:9]1[CH:8]=[C:7]([CH3:6])[N:12]=[C:11]2[N:13]([CH2:16][C:17]3[CH:22]=[CH:21][CH:20]=[CH:19][CH:18]=3)[N:14]=[CH:15][C:10]=12. The catalyst class is: 3.